This data is from Full USPTO retrosynthesis dataset with 1.9M reactions from patents (1976-2016). The task is: Predict the reactants needed to synthesize the given product. (1) Given the product [NH2:45][C:40]1[N:39]=[C:38]([C:34]2[CH:33]=[C:32]([C:30]3[CH2:29][C:28](=[O:46])[NH:21][C:9]4[CH:10]=[C:11]([C:17]([F:18])([F:19])[F:20])[C:12]([N:14]([CH3:16])[CH3:15])=[CH:13][C:8]=4[N:7]=3)[CH:37]=[CH:36][CH:35]=2)[CH:43]=[C:42]([CH3:44])[N:41]=1, predict the reactants needed to synthesize it. The reactants are: C(OC(=O)[NH:7][C:8]1[CH:13]=[C:12]([N:14]([CH3:16])[CH3:15])[C:11]([C:17]([F:20])([F:19])[F:18])=[CH:10][C:9]=1[NH2:21])(C)(C)C.C(O[C:28](=[O:46])[CH2:29][C:30]([C:32]1[CH:37]=[CH:36][CH:35]=[C:34]([C:38]2[CH:43]=[C:42]([CH3:44])[N:41]=[C:40]([NH2:45])[N:39]=2)[CH:33]=1)=O)(C)(C)C. (2) Given the product [C:2]([C:5]1[CH:10]([CH2:11][CH:12]2[CH2:21][CH2:20][C:19]3[C:14](=[CH:15][CH:16]=[C:17]([O:22][CH3:23])[CH:18]=3)[C:13]2=[O:24])[CH:9]=[CH:8][N:7]([CH2:25][C:26]2[CH:31]=[CH:30][C:29]([F:32])=[CH:28][CH:27]=2)[CH:6]=1)(=[O:4])[CH3:3], predict the reactants needed to synthesize it. The reactants are: [Br-].[C:2]([C:5]1[CH:6]=[N+:7]([CH2:25][C:26]2[CH:31]=[CH:30][C:29]([F:32])=[CH:28][CH:27]=2)[CH:8]=[CH:9][C:10]=1[CH2:11][CH:12]1[CH2:21][CH2:20][C:19]2[C:14](=[CH:15][CH:16]=[C:17]([O:22][CH3:23])[CH:18]=2)[C:13]1=[O:24])(=[O:4])[CH3:3].C1C(C(N)=O)=CN(CC2C=CC=CC=2)C=C1. (3) The reactants are: [CH3:1][O:2][C:3]([CH2:5][CH2:6][CH2:7][CH2:8][C:9]1[CH:17]=[CH:16][C:12]([C:13]([OH:15])=O)=[CH:11][C:10]=1[CH3:18])=[O:4].[CH3:19][N:20]1[C:29]2[NH:28][C:27]3[CH:30]=[CH:31][CH:32]=[CH:33][C:26]=3[NH:25][CH2:24][C:23]=2[CH:22]=[N:21]1.C(N(CC)CC)C. Given the product [CH3:1][O:2][C:3](=[O:4])[CH2:5][CH2:6][CH2:7][CH2:8][C:9]1[CH:17]=[CH:16][C:12]([C:13]([N:25]2[CH2:24][C:23]3[CH:22]=[N:21][N:20]([CH3:19])[C:29]=3[NH:28][C:27]3[CH:30]=[CH:31][CH:32]=[CH:33][C:26]2=3)=[O:15])=[CH:11][C:10]=1[CH3:18], predict the reactants needed to synthesize it. (4) The reactants are: CN(C)/[CH:3]=[C:4](\[C:8]1[CH:13]=[CH:12][CH:11]=[CH:10][CH:9]=1)/[C:5](=O)[CH3:6].[NH:15]([C:17]1[CH:18]=[C:19]([CH:22]=[CH:23][N:24]=1)[C:20]#[N:21])[NH2:16]. Given the product [CH3:6][C:5]1[N:15]([C:17]2[CH:18]=[C:19]([C:20]#[N:21])[CH:22]=[CH:23][N:24]=2)[N:16]=[CH:3][C:4]=1[C:8]1[CH:13]=[CH:12][CH:11]=[CH:10][CH:9]=1, predict the reactants needed to synthesize it. (5) Given the product [ClH:53].[CH3:18][O:17][C:12]1[CH:13]=[C:14]2[C:9](=[CH:10][CH:11]=1)[C:8]([O:19][C:20]1[CH:25]=[CH:24][C:23]([O:26][CH2:27][CH2:28][N:29]3[CH2:30][CH2:31][CH2:32][CH2:33][CH2:34]3)=[CH:22][CH:21]=1)=[C:7]([C:41]1[S:42][C:38]([CH3:37])=[CH:39][CH:40]=1)[CH:16]=[CH:15]2, predict the reactants needed to synthesize it. The reactants are: FC(F)(F)S(O[C:7]1[CH:16]=[CH:15][C:14]2[C:9](=[CH:10][CH:11]=[C:12]([O:17][CH3:18])[CH:13]=2)[C:8]=1[O:19][C:20]1[CH:25]=[CH:24][C:23]([O:26][CH2:27][CH2:28][N:29]2[CH2:34][CH2:33][CH2:32][CH2:31][CH2:30]2)=[CH:22][CH:21]=1)(=O)=O.[CH3:37][C:38]1[S:42][C:41](B(O)O)=[CH:40][CH:39]=1.[F-].[Cs+].C(=O)(O)[O-].[Na+].[ClH:53]. (6) Given the product [CH3:3][CH:2]([O:4][C:5]1[CH:6]=[C:7]([O:25][C:26]2[CH:27]=[CH:28][C:29]([S:32]([CH3:35])(=[O:33])=[O:34])=[CH:30][CH:31]=2)[CH:8]=[C:9]2[C:13]=1[NH:12][C:11]([C:14]1[S:15][CH:16]([CH2:19][CH2:20][OH:21])[CH2:17][N:18]=1)=[CH:10]2)[CH3:1], predict the reactants needed to synthesize it. The reactants are: [CH3:1][CH:2]([O:4][C:5]1[CH:6]=[C:7]([O:25][C:26]2[CH:31]=[CH:30][C:29]([S:32]([CH3:35])(=[O:34])=[O:33])=[CH:28][CH:27]=2)[CH:8]=[C:9]2[C:13]=1[NH:12][C:11]([C:14]1[S:15][CH:16]([CH2:19][C:20](OCC)=[O:21])[CH2:17][N:18]=1)=[CH:10]2)[CH3:3].[BH4-].[Li+].O. (7) The reactants are: [CH2:1]([N:3]=[C:4]=[O:5])[CH3:2].[Br:6][C:7]1[CH:8]=[C:9]([NH2:13])[CH:10]=[N:11][CH:12]=1. Given the product [Br:6][C:7]1[CH:8]=[C:9]([NH:13][C:4]([NH:3][CH2:1][CH3:2])=[O:5])[CH:10]=[N:11][CH:12]=1, predict the reactants needed to synthesize it.